From a dataset of Reaction yield outcomes from USPTO patents with 853,638 reactions. Predict the reaction yield, written as a fraction of the theoretical maximum amount of product (1.0 means a 100% yield; for example, 0.34 means a 34% yield). (1) The reactants are [NH2:1][C:2]1[N:3]=[CH:4][C:5]([C:9]([O:11][CH3:12])=[O:10])=[N:6][C:7]=1[Br:8].Br[CH2:14][CH:15](OC)OC. The catalyst is C(#N)C. The product is [Br:8][C:7]1[C:2]2[N:3]([CH:14]=[CH:15][N:1]=2)[CH:4]=[C:5]([C:9]([O:11][CH3:12])=[O:10])[N:6]=1. The yield is 0.970. (2) The reactants are Br[C:2]1[C:3]([O:12][CH2:13][CH:14]2[CH2:16][CH2:15]2)=[N:4][CH:5]=[C:6]([S:8]([CH3:11])(=[O:10])=[O:9])[CH:7]=1.[CH3:17][N:18]1[CH:27]=[C:26](B2OC(C)(C)C(C)(C)O2)[C:25]2[C:20](=[CH:21][CH:22]=[CH:23][CH:24]=2)[C:19]1=[O:37].[O-]P([O-])([O-])=O.[K+].[K+].[K+]. The catalyst is O1CCOCC1.O.C1C=CC(/C=C/C(/C=C/C2C=CC=CC=2)=O)=CC=1.C1C=CC(/C=C/C(/C=C/C2C=CC=CC=2)=O)=CC=1.C1C=CC(/C=C/C(/C=C/C2C=CC=CC=2)=O)=CC=1.[Pd].[Pd].CC(C1C=C(C(C)C)C(C2C=CC=CC=2P(C2CCCCC2)C2CCCCC2)=C(C(C)C)C=1)C. The product is [CH:14]1([CH2:13][O:12][C:3]2[C:2]([C:26]3[C:25]4[C:20](=[CH:21][CH:22]=[CH:23][CH:24]=4)[C:19](=[O:37])[N:18]([CH3:17])[CH:27]=3)=[CH:7][C:6]([S:8]([CH3:11])(=[O:10])=[O:9])=[CH:5][N:4]=2)[CH2:16][CH2:15]1. The yield is 0.730. (3) The reactants are C1CCN2C(=NCCC2)CC1.[NH2:12][CH2:13][CH2:14][C@H:15]1[CH2:17][C@@H:16]1[CH:18]1[CH2:23][CH2:22][N:21]([C:24]([O:26][C:27]([CH3:30])([CH3:29])[CH3:28])=[O:25])[CH2:20][CH2:19]1.F[C:32]1[CH:37]=[CH:36][C:35]([S:38]([CH3:41])(=[O:40])=[O:39])=[CH:34][CH:33]=1. The catalyst is CN1C(=O)CCC1. The product is [CH3:41][S:38]([C:35]1[CH:36]=[CH:37][C:32]([NH:12][CH2:13][CH2:14][C@H:15]2[CH2:17][C@@H:16]2[CH:18]2[CH2:23][CH2:22][N:21]([C:24]([O:26][C:27]([CH3:30])([CH3:29])[CH3:28])=[O:25])[CH2:20][CH2:19]2)=[CH:33][CH:34]=1)(=[O:40])=[O:39]. The yield is 0.530. (4) The reactants are [N+:1]([C:4]1[CH:9]=[CH:8][C:7]([CH2:10][CH2:11][N:12]2[CH2:17][CH2:16][O:15][CH2:14][CH2:13]2)=[CH:6][CH:5]=1)([O-])=O.C1C(=O)N([Br:25])C(=O)C1. The catalyst is CO.C(Cl)Cl.[Pd]. The product is [Br:25][C:5]1[CH:6]=[C:7]([CH2:10][CH2:11][N:12]2[CH2:17][CH2:16][O:15][CH2:14][CH2:13]2)[CH:8]=[CH:9][C:4]=1[NH2:1]. The yield is 0.580. (5) The reactants are C([O-])([O-])=O.[K+].[K+].[C:7]([CH:9]([CH3:15])[C:10]([O:12][CH2:13][CH3:14])=[O:11])#[N:8].[F:16][C:17]1[CH:18]=[C:19]([N+:25]([O-:27])=[O:26])[CH:20]=[C:21]([F:24])[C:22]=1F.OS(O)(=O)=O.O. The catalyst is CN(C=O)C. The product is [C:7]([C:9]([C:22]1[C:21]([F:24])=[CH:20][C:19]([N+:25]([O-:27])=[O:26])=[CH:18][C:17]=1[F:16])([CH3:15])[C:10]([O:12][CH2:13][CH3:14])=[O:11])#[N:8]. The yield is 0.770. (6) The reactants are [N+:1]([O-:4])(O)=[O:2].[Br:5][C:6]1[C:10]2[C:11](=[O:15])[NH:12][CH:13]=[CH:14][C:9]=2[S:8][C:7]=1[CH3:16]. The catalyst is S(=O)(=O)(O)O. The product is [Br:5][C:6]1[C:10]2[C:11](=[O:15])[NH:12][CH:13]=[C:14]([N+:1]([O-:4])=[O:2])[C:9]=2[S:8][C:7]=1[CH3:16]. The yield is 0.640. (7) The reactants are [CH3:1][O:2][C:3]1[N:8]=[C:7]([O:9][CH3:10])[C:6]([N:11](C(OC(C)(C)C)=O)[NH:12]C(OC(C)(C)C)=O)=[CH:5][N:4]=1.Cl. The catalyst is CO. The product is [NH:11]([C:6]1[C:7]([O:9][CH3:10])=[N:8][C:3]([O:2][CH3:1])=[N:4][CH:5]=1)[NH2:12]. The yield is 0.700. (8) The reactants are [Cl:1][C:2]1[CH:7]=[CH:6][C:5]([CH:8]([N:13]2[CH2:18][CH2:17][NH:16][CH2:15][CH2:14]2)[CH2:9][N:10]([CH3:12])[CH3:11])=[CH:4][CH:3]=1.Cl[C:20]1[C:21]2[CH2:29][CH2:28][CH2:27][NH:26][C:22]=2[N:23]=[CH:24][N:25]=1.C(=O)([O-])[O-].[K+].[K+].C(OCC)C.CCCCCC. The catalyst is CS(C)=O.O. The product is [Cl:1][C:2]1[CH:7]=[CH:6][C:5]([CH:8]([N:13]2[CH2:14][CH2:15][N:16]([C:20]3[C:21]4[CH2:29][CH2:28][CH2:27][NH:26][C:22]=4[N:23]=[CH:24][N:25]=3)[CH2:17][CH2:18]2)[CH2:9][N:10]([CH3:11])[CH3:12])=[CH:4][CH:3]=1. The yield is 0.156. (9) The reactants are [CH2:1]([O:8][C:9]1[C:10]([CH2:18][CH3:19])=[CH:11][C:12](Br)=[C:13]([O:15][CH3:16])[CH:14]=1)[C:2]1[CH:7]=[CH:6][CH:5]=[CH:4][CH:3]=1.C([Li])CCC.[B:25](OCC)([O:29]CC)[O:26]CC. The catalyst is C1COCC1. The product is [CH2:1]([O:8][C:9]1[C:10]([CH2:18][CH3:19])=[CH:11][C:12]([B:25]([OH:29])[OH:26])=[C:13]([O:15][CH3:16])[CH:14]=1)[C:2]1[CH:7]=[CH:6][CH:5]=[CH:4][CH:3]=1. The yield is 0.640.